Dataset: Reaction yield outcomes from USPTO patents with 853,638 reactions. Task: Predict the reaction yield, written as a fraction of the theoretical maximum amount of product (1.0 means a 100% yield; for example, 0.34 means a 34% yield). (1) The reactants are [CH3:1][C:2]1[C:3]([NH:31][CH2:32][C@H:33]([OH:42])[C@@H:34]([OH:41])[C@H:35]([OH:40])[C@H:36]([OH:39])[CH2:37][OH:38])=[CH:4][C:5]2[N:14]([CH2:15][CH2:16][CH2:17][CH2:18][CH2:19][CH2:20][C:21]([O:23]C(C)(C)C)=[O:22])[C:13]3[C:8]([C:9](=[O:29])[NH:10][C:11](=[O:28])[N:12]=3)=[N:7][C:6]=2[CH:30]=1. The catalyst is Cl.O1CCOCC1. The product is [CH3:1][C:2]1[C:3]([NH:31][CH2:32][C@H:33]([OH:42])[C@@H:34]([OH:41])[C@H:35]([OH:40])[C@H:36]([OH:39])[CH2:37][OH:38])=[CH:4][C:5]2[N:14]([CH2:15][CH2:16][CH2:17][CH2:18][CH2:19][CH2:20][C:21]([OH:23])=[O:22])[C:13]3[C:8]([C:9](=[O:29])[NH:10][C:11](=[O:28])[N:12]=3)=[N:7][C:6]=2[CH:30]=1. The yield is 0.750. (2) The reactants are FC(F)(F)C(O)=O.[CH3:8][C:9]1[N:10]=[C:11]([NH:14][C:15]2[C:20]([O:21][CH2:22][C:23]3[CH:24]=[C:25]([CH:31]=[CH:32][CH:33]=3)[O:26][CH2:27][C:28]([OH:30])=O)=[CH:19][CH:18]=[CH:17][N:16]=2)[S:12][CH:13]=1.C(N(CC)CC)C.[CH3:41][N:42]([CH3:46])[CH2:43][CH2:44][NH2:45].[ClH:47]. No catalyst specified. The product is [ClH:47].[ClH:47].[CH3:41][N:42]([CH3:46])[CH2:43][CH2:44][NH:45][C:28](=[O:30])[CH2:27][O:26][C:25]1[CH:31]=[CH:32][CH:33]=[C:23]([CH2:22][O:21][C:20]2[C:15]([NH:14][C:11]3[S:12][CH:13]=[C:9]([CH3:8])[N:10]=3)=[N:16][CH:17]=[CH:18][CH:19]=2)[CH:24]=1. The yield is 0.561. (3) The reactants are [F:1][C:2]1[CH:3]=[CH:4][CH2:5][CH:6]2[C:11]([CH3:13])([CH3:12])[O:10][C:9](=[O:14])[NH:8][C:7]=12.[Br:15]Br. The catalyst is C(O)(=O)C. The product is [Br:15][C:4]1[CH2:5][CH:6]2[C:11]([CH3:12])([CH3:13])[O:10][C:9](=[O:14])[NH:8][C:7]2=[C:2]([F:1])[CH:3]=1. The yield is 0.840. (4) The reactants are C([O-])([O-])=O.[K+].[K+].N#N.[CH3:9][C:10]1[N:11]([CH:32]([CH:34]2[CH2:39][CH2:38][O:37][CH2:36][CH2:35]2)[CH3:33])[C:12]2[C:17]([C:18]=1[C:19]([O:21][CH3:22])=[O:20])=[CH:16][CH:15]=[C:14](B1OC(C)(C)C(C)(C)O1)[CH:13]=2.Br[C:41]1[CH:42]=[N:43][CH:44]=[CH:45][CH:46]=1. The catalyst is O1CCOCC1.CCOC(C)=O.C1C=CC(P(C2C=CC=CC=2)[C-]2C=CC=C2)=CC=1.C1C=CC(P(C2C=CC=CC=2)[C-]2C=CC=C2)=CC=1.Cl[Pd]Cl.[Fe+2].C(Cl)Cl.O. The product is [CH3:9][C:10]1[N:11]([CH:32]([CH:34]2[CH2:39][CH2:38][O:37][CH2:36][CH2:35]2)[CH3:33])[C:12]2[C:17]([C:18]=1[C:19]([O:21][CH3:22])=[O:20])=[CH:16][CH:15]=[C:14]([C:41]1[CH:42]=[N:43][CH:44]=[CH:45][CH:46]=1)[CH:13]=2. The yield is 0.359. (5) The reactants are [OH:1][C:2]1[C:3]([CH:9]=[O:10])=[N:4][C:5]([CH3:8])=[CH:6][CH:7]=1.[C:11]1([Mg]Br)[CH:16]=[CH:15][CH:14]=[CH:13][CH:12]=1.O. The catalyst is O1CCCC1. The product is [OH:10][CH:9]([C:11]1[CH:16]=[CH:15][CH:14]=[CH:13][CH:12]=1)[C:3]1[C:2]([OH:1])=[CH:7][CH:6]=[C:5]([CH3:8])[N:4]=1. The yield is 1.00. (6) The reactants are [CH2:1]([O:8][CH2:9][CH:10]([OH:13])[CH:11]=[CH2:12])[C:2]1[CH:7]=[CH:6][CH:5]=[CH:4][CH:3]=1.CC(OI1(OC(C)=O)(OC(C)=O)OC(=O)C2C=CC=CC1=2)=O.O. The catalyst is ClCCl.C(OCC)C. The product is [CH2:1]([O:8][CH2:9][C:10](=[O:13])[CH:11]=[CH2:12])[C:2]1[CH:7]=[CH:6][CH:5]=[CH:4][CH:3]=1. The yield is 0.960. (7) The reactants are C([O:8][C:9](=[O:42])[CH2:10][C@@H:11]([C:23]1[CH:27]=[CH:26][N:25]([C:28]2[CH:33]=[CH:32][C:31]([C:34]3[CH:39]=[CH:38][C:37]([C:40]#[N:41])=[CH:36][CH:35]=3)=[CH:30][CH:29]=2)[CH:24]=1)[C:12]([NH:14][C@H:15]1[C:19]([CH3:21])([CH3:20])[CH2:18][O:17][C:16]1=[O:22])=[O:13])C1C=CC=CC=1. The catalyst is CCO.CCOC(C)=O. The product is [C:40]([C:37]1[CH:38]=[CH:39][C:34]([C:31]2[CH:30]=[CH:29][C:28]([N:25]3[CH:26]=[CH:27][C:23]([C@@H:11]([C:12]([NH:14][C@H:15]4[C:19]([CH3:20])([CH3:21])[CH2:18][O:17][C:16]4=[O:22])=[O:13])[CH2:10][C:9]([OH:42])=[O:8])=[CH:24]3)=[CH:33][CH:32]=2)=[CH:35][CH:36]=1)#[N:41]. The yield is 0.810.